This data is from Reaction yield outcomes from USPTO patents with 853,638 reactions. The task is: Predict the reaction yield, written as a fraction of the theoretical maximum amount of product (1.0 means a 100% yield; for example, 0.34 means a 34% yield). The reactants are [Br:1][C:2]1[CH:7]=[CH:6][C:5]([CH2:8][C@H:9]([NH:13][C:14]([O:16][C:17]([CH3:20])([CH3:19])[CH3:18])=[O:15])[C:10](O)=[O:11])=[CH:4][CH:3]=1.[CH3:21][S:22]([NH2:25])(=[O:24])=[O:23].CCN(C(C)C)C(C)C.C(Cl)CCl. The catalyst is C(Cl)Cl.CN(C1C=CN=CC=1)C. The product is [Br:1][C:2]1[CH:7]=[CH:6][C:5]([CH2:8][C@H:9]([NH:13][C:14](=[O:15])[O:16][C:17]([CH3:20])([CH3:19])[CH3:18])[C:10]([NH:25][S:22]([CH3:21])(=[O:24])=[O:23])=[O:11])=[CH:4][CH:3]=1. The yield is 0.940.